The task is: Regression. Given a peptide amino acid sequence and an MHC pseudo amino acid sequence, predict their binding affinity value. This is MHC class I binding data.. This data is from Peptide-MHC class I binding affinity with 185,985 pairs from IEDB/IMGT. The peptide sequence is LHDAIMVEL. The MHC is HLA-A31:01 with pseudo-sequence HLA-A31:01. The binding affinity (normalized) is 0.0847.